Dataset: Catalyst prediction with 721,799 reactions and 888 catalyst types from USPTO. Task: Predict which catalyst facilitates the given reaction. (1) Reactant: [NH2:1][C:2]1[CH:7]=[CH:6][C:5]([N:8]2[CH2:17][CH2:16][C:15]3[C:10](=[CH:11][CH:12]=[C:13]([O:18][CH3:19])[CH:14]=3)[CH:9]2[CH2:20][C:21]2[CH:26]=[CH:25][C:24]([O:27][CH2:28][C:29]3[CH:34]=[CH:33][CH:32]=[CH:31][CH:30]=3)=[CH:23][CH:22]=2)=[CH:4][CH:3]=1.[C:35](Cl)(=[O:37])[CH3:36]. Product: [C:35]([NH:1][C:2]1[CH:7]=[CH:6][C:5]([N:8]2[CH2:17][CH2:16][C:15]3[C:10](=[CH:11][CH:12]=[C:13]([O:18][CH3:19])[CH:14]=3)[CH:9]2[CH2:20][C:21]2[CH:26]=[CH:25][C:24]([O:27][CH2:28][C:29]3[CH:30]=[CH:31][CH:32]=[CH:33][CH:34]=3)=[CH:23][CH:22]=2)=[CH:4][CH:3]=1)(=[O:37])[CH3:36]. The catalyst class is: 2. (2) Reactant: [CH:1]1([C:4]2[O:5][CH:6]=[C:7]([C:9]([OH:11])=O)[N:8]=2)[CH2:3][CH2:2]1.C(N(CC)C(C)C)(C)C.[NH2:21][C:22]1[C:23]([N:41]2[CH2:46][CH2:45][N:44]([C:47]3[CH:52]=[CH:51][CH:50]=[CH:49][C:48]=3[CH3:53])[CH2:43][CH2:42]2)=[CH:24][C:25]([F:40])=[C:26]([CH:39]=1)[C:27]([NH:29][CH2:30][CH2:31][CH2:32][N:33]1[CH2:37][CH2:36][CH2:35][C:34]1=[O:38])=[O:28].[Cl-].[Li+]. Product: [F:40][C:25]1[C:26]([C:27](=[O:28])[NH:29][CH2:30][CH2:31][CH2:32][N:33]2[CH2:37][CH2:36][CH2:35][C:34]2=[O:38])=[CH:39][C:22]([NH:21][C:9]([C:7]2[N:8]=[C:4]([CH:1]3[CH2:2][CH2:3]3)[O:5][CH:6]=2)=[O:11])=[C:23]([N:41]2[CH2:42][CH2:43][N:44]([C:47]3[CH:52]=[CH:51][CH:50]=[CH:49][C:48]=3[CH3:53])[CH2:45][CH2:46]2)[CH:24]=1. The catalyst class is: 3.